From a dataset of Peptide-MHC class II binding affinity with 134,281 pairs from IEDB. Regression. Given a peptide amino acid sequence and an MHC pseudo amino acid sequence, predict their binding affinity value. This is MHC class II binding data. (1) The peptide sequence is YLAILVKYVDGDGDV. The MHC is DRB1_0802 with pseudo-sequence DRB1_0802. The binding affinity (normalized) is 0.394. (2) The peptide sequence is DDNRNIAWDTDKLDD. The MHC is DRB4_0101 with pseudo-sequence DRB4_0103. The binding affinity (normalized) is 0.145. (3) The peptide sequence is SLDISLETVAIDRPA. The MHC is DRB1_0404 with pseudo-sequence DRB1_0404. The binding affinity (normalized) is 0.382.